Dataset: Reaction yield outcomes from USPTO patents with 853,638 reactions. Task: Predict the reaction yield, written as a fraction of the theoretical maximum amount of product (1.0 means a 100% yield; for example, 0.34 means a 34% yield). (1) The reactants are [CH:1]1([CH:7]([O:20][CH3:21])[C:8]2[CH:15]=[CH:14][C:13]([C:16]([F:19])([F:18])[F:17])=[CH:12][C:9]=2[CH:10]=O)[CH2:6][CH2:5][CH2:4][CH2:3][CH2:2]1.[CH3:22][N:23]1[N:27]=[N:26][C:25]([NH2:28])=[N:24]1.[BH4-].[Na+]. The catalyst is C1(C)C=CC=CC=1. The product is [CH:1]1([CH:7]([O:20][CH3:21])[C:8]2[CH:15]=[CH:14][C:13]([C:16]([F:19])([F:18])[F:17])=[CH:12][C:9]=2[CH2:10][NH:28][C:25]2[N:26]=[N:27][N:23]([CH3:22])[N:24]=2)[CH2:6][CH2:5][CH2:4][CH2:3][CH2:2]1. The yield is 0.580. (2) The reactants are [N+:1]([C:4]1[CH:8]=[CH:7][N:6]([CH2:9][C@@H:10]([OH:13])[CH2:11][OH:12])[N:5]=1)([O-])=O.[H][H]. The catalyst is [Pd].C(O)C. The product is [NH2:1][C:4]1[CH:8]=[CH:7][N:6]([CH2:9][C@@H:10]([OH:13])[CH2:11][OH:12])[N:5]=1. The yield is 0.980. (3) The reactants are C([O:3][CH:4](OCC)[C:5]1[O:6][CH:7]=[CH:8][CH:9]=1)C.[Li]CCCC.[CH3:18][S:19]SC.Cl. The catalyst is C1COCC1. The product is [CH3:18][S:19][C:7]1[O:6][C:5]([CH:4]=[O:3])=[CH:9][CH:8]=1. The yield is 0.940. (4) The reactants are [NH:1]1[C:9]2[C:4](=[CH:5][CH:6]=[CH:7][CH:8]=2)[CH2:3][C:2]1=[O:10].N1CCCC1.[NH:16]1[C:24]2[C:19](=[CH:20][CH:21]=[C:22]([C:25](=O)[CH3:26])[CH:23]=2)[CH:18]=[N:17]1. The catalyst is C1(C)C=CC=CC=1. The product is [NH:16]1[C:24]2[C:19](=[CH:20][CH:21]=[C:22](/[C:25](=[C:3]3/[C:2](=[O:10])[NH:1][C:9]4[C:4]/3=[CH:5][CH:6]=[CH:7][CH:8]=4)/[CH3:26])[CH:23]=2)[CH:18]=[N:17]1. The yield is 0.160. (5) The reactants are [OH:1][C:2]1[CH:7]=[CH:6][C:5]([C:8]2[C:17]3[C:12](=[CH:13][CH:14]=[C:15]([C:18]([O:20][CH2:21][CH2:22][Si:23]([CH3:26])([CH3:25])[CH3:24])=[O:19])[CH:16]=3)[CH:11]=[N:10][CH:9]=2)=[CH:4][CH:3]=1.FC(F)(F)S(OC1C2C(=CC=C(C(OCC[Si](C)(C)C)=O)C=2)C=NC=1)(=O)=O.C(N(CC)CC)C.[CH3:61][N:62]([CH3:66])[C:63](Cl)=[O:64]. The catalyst is CN(C)C1C=CN=CC=1.ClCCl. The product is [CH3:61][N:62]([CH3:66])[C:63]([O:1][C:2]1[CH:3]=[CH:4][C:5]([C:8]2[C:17]3[C:12](=[CH:13][CH:14]=[C:15]([C:18]([O:20][CH2:21][CH2:22][Si:23]([CH3:26])([CH3:25])[CH3:24])=[O:19])[CH:16]=3)[CH:11]=[N:10][CH:9]=2)=[CH:6][CH:7]=1)=[O:64]. The yield is 0.930. (6) The reactants are [CH2:1]([O:3][C:4]([C:6]1[CH:7]=[N:8][C:9]2[C:14]([C:15]=1Cl)=[CH:13][CH:12]=[CH:11][C:10]=2[N+:17]([O-])=O)=[O:5])[CH3:2].[Cl:20][C:21]1[CH:28]=[C:27]([Cl:29])[CH:26]=[CH:25][C:22]=1[CH2:23][NH2:24]. No catalyst specified. The product is [CH2:1]([O:3][C:4]([C:6]1[CH:7]=[N:8][C:9]2[C:14]([C:15]=1[NH:24][CH2:23][C:22]1[CH:25]=[CH:26][C:27]([Cl:29])=[CH:28][C:21]=1[Cl:20])=[CH:13][CH:12]=[CH:11][C:10]=2[NH2:17])=[O:5])[CH3:2]. The yield is 0.880.